From a dataset of Full USPTO retrosynthesis dataset with 1.9M reactions from patents (1976-2016). Predict the reactants needed to synthesize the given product. (1) Given the product [F:1][C:2]1([F:24])[CH2:7][CH2:6][CH:5]([CH2:8][NH:9][C:10]([C:12]2[C:13]3[CH:14]=[CH:15][C:16]([N:27]4[CH2:28][CH2:30][C@@H:33]([CH2:36][CH2:39][OH:41])[CH2:31]4)=[N:17][C:18]=3[CH:19]=[CH:20][C:21]=2[Cl:22])=[O:11])[CH2:4][CH2:3]1, predict the reactants needed to synthesize it. The reactants are: [F:1][C:2]1([F:24])[CH2:7][CH2:6][CH:5]([CH2:8][NH:9][C:10]([C:12]2[C:13]3[CH:14]=[CH:15][C:16](Cl)=[N:17][C:18]=3[CH:19]=[CH:20][C:21]=2[Cl:22])=[O:11])[CH2:4][CH2:3]1.CC[N:27]([CH:31]([CH3:33])C)[CH:28]([CH3:30])C.N1CC[CH:36]([C@@H:39]([OH:41])C)C1. (2) Given the product [C:29]([N:26]1[CH2:25][CH2:24][N:23]([C:20]2[CH:19]=[CH:18][C:17]([NH:16][C:11]3[N:10]=[C:9]([N:6]4[CH2:7][CH2:8][CH:3]([NH:38][C:39](=[O:48])[O:40][CH2:41][C:42]5[CH:43]=[CH:44][CH:45]=[CH:46][CH:47]=5)[CH2:4][CH2:5]4)[C:14]([F:15])=[CH:13][N:12]=3)=[CH:22][CH:21]=2)[CH2:28][CH2:27]1)(=[O:31])[CH3:30], predict the reactants needed to synthesize it. The reactants are: NC[CH:3]1[CH2:8][CH2:7][N:6]([C:9]2[C:14]([F:15])=[CH:13][N:12]=[C:11]([NH:16][C:17]3[CH:22]=[CH:21][C:20]([N:23]4[CH2:28][CH2:27][N:26]([C:29](=[O:31])[CH3:30])[CH2:25][CH2:24]4)=[CH:19][CH:18]=3)[N:10]=2)[CH2:5][CH2:4]1.N1CCC([NH:38][C:39](=[O:48])[O:40][CH2:41][C:42]2[CH:47]=[CH:46][CH:45]=[CH:44][CH:43]=2)CC1.